From a dataset of Reaction yield outcomes from USPTO patents with 853,638 reactions. Predict the reaction yield, written as a fraction of the theoretical maximum amount of product (1.0 means a 100% yield; for example, 0.34 means a 34% yield). The reactants are [F:1][C:2]1[CH:3]=[C:4]([NH:25][C:26]([C:28]2[C:29](=[O:41])[N:30]([C:34]3[CH:39]=[CH:38][C:37]([F:40])=[CH:36][CH:35]=3)[N:31]=[CH:32][CH:33]=2)=[O:27])[CH:5]=[CH:6][C:7]=1[O:8][C:9]1[CH:14]=[CH:13][N:12]=[C:11]2[CH:15]=[C:16]([CH:18]3[CH2:23][CH2:22][C:21](=O)[CH2:20][CH2:19]3)[S:17][C:10]=12.[CH3:42][NH:43][CH3:44].[BH-](OC(C)=O)(OC(C)=O)OC(C)=O.[Na+]. The catalyst is C(Cl)Cl. The product is [CH3:42][N:43]([CH3:44])[CH:21]1[CH2:20][CH2:19][CH:18]([C:16]2[S:17][C:10]3[C:11](=[N:12][CH:13]=[CH:14][C:9]=3[O:8][C:7]3[CH:6]=[CH:5][C:4]([NH:25][C:26]([C:28]4[C:29](=[O:41])[N:30]([C:34]5[CH:39]=[CH:38][C:37]([F:40])=[CH:36][CH:35]=5)[N:31]=[CH:32][CH:33]=4)=[O:27])=[CH:3][C:2]=3[F:1])[CH:15]=2)[CH2:23][CH2:22]1. The yield is 0.620.